Dataset: NCI-60 drug combinations with 297,098 pairs across 59 cell lines. Task: Regression. Given two drug SMILES strings and cell line genomic features, predict the synergy score measuring deviation from expected non-interaction effect. (1) Drug 1: C1=NC2=C(N=C(N=C2N1C3C(C(C(O3)CO)O)F)Cl)N. Drug 2: N.N.Cl[Pt+2]Cl. Cell line: HL-60(TB). Synergy scores: CSS=76.2, Synergy_ZIP=0.0342, Synergy_Bliss=-1.58, Synergy_Loewe=-10.7, Synergy_HSA=-0.358. (2) Drug 1: CCC1=CC2CC(C3=C(CN(C2)C1)C4=CC=CC=C4N3)(C5=C(C=C6C(=C5)C78CCN9C7C(C=CC9)(C(C(C8N6C)(C(=O)OC)O)OC(=O)C)CC)OC)C(=O)OC.C(C(C(=O)O)O)(C(=O)O)O. Drug 2: CN(C(=O)NC(C=O)C(C(C(CO)O)O)O)N=O. Cell line: HL-60(TB). Synergy scores: CSS=22.9, Synergy_ZIP=-2.02, Synergy_Bliss=-3.27, Synergy_Loewe=-51.6, Synergy_HSA=-1.67. (3) Drug 1: C1=CC(=CC=C1CC(C(=O)O)N)N(CCCl)CCCl.Cl. Drug 2: COC1=C2C(=CC3=C1OC=C3)C=CC(=O)O2. Cell line: NCI/ADR-RES. Synergy scores: CSS=10.7, Synergy_ZIP=0.837, Synergy_Bliss=9.65, Synergy_Loewe=0.190, Synergy_HSA=4.98. (4) Drug 1: CN(C(=O)NC(C=O)C(C(C(CO)O)O)O)N=O. Drug 2: CCC1(C2=C(COC1=O)C(=O)N3CC4=CC5=C(C=CC(=C5CN(C)C)O)N=C4C3=C2)O.Cl. Cell line: OVCAR-5. Synergy scores: CSS=2.22, Synergy_ZIP=-5.68, Synergy_Bliss=-9.84, Synergy_Loewe=-25.3, Synergy_HSA=-10.7. (5) Drug 1: CC1C(C(CC(O1)OC2CC(CC3=C2C(=C4C(=C3O)C(=O)C5=C(C4=O)C(=CC=C5)OC)O)(C(=O)CO)O)N)O.Cl. Drug 2: C1C(C(OC1N2C=NC(=NC2=O)N)CO)O. Cell line: SNB-75. Synergy scores: CSS=-1.25, Synergy_ZIP=-0.907, Synergy_Bliss=-2.26, Synergy_Loewe=-3.34, Synergy_HSA=-2.52. (6) Drug 1: CN1C(=O)N2C=NC(=C2N=N1)C(=O)N. Cell line: SR. Drug 2: CC(C)CN1C=NC2=C1C3=CC=CC=C3N=C2N. Synergy scores: CSS=57.8, Synergy_ZIP=-0.833, Synergy_Bliss=-4.22, Synergy_Loewe=-4.20, Synergy_HSA=-4.10. (7) Drug 1: CC12CCC3C(C1CCC2=O)CC(=C)C4=CC(=O)C=CC34C. Drug 2: CCN(CC)CCCC(C)NC1=C2C=C(C=CC2=NC3=C1C=CC(=C3)Cl)OC. Cell line: RPMI-8226. Synergy scores: CSS=80.6, Synergy_ZIP=6.52, Synergy_Bliss=5.86, Synergy_Loewe=3.50, Synergy_HSA=7.95. (8) Drug 2: C1C(C(OC1N2C=NC(=NC2=O)N)CO)O. Cell line: MCF7. Synergy scores: CSS=30.0, Synergy_ZIP=-5.12, Synergy_Bliss=-5.02, Synergy_Loewe=1.98, Synergy_HSA=3.04. Drug 1: C1=CC(=CC=C1CCC2=CNC3=C2C(=O)NC(=N3)N)C(=O)NC(CCC(=O)O)C(=O)O.